This data is from Forward reaction prediction with 1.9M reactions from USPTO patents (1976-2016). The task is: Predict the product of the given reaction. Given the reactants Cl[C:2]1[N:10]=[C:9](Cl)[CH:8]=[CH:7][C:3]=1[C:4]([NH2:6])=[O:5].[F:12][C:13]1[CH:19]=[CH:18][C:16]([NH2:17])=[CH:15][C:14]=1[CH3:20].C(O[C:26](=[O:33])[NH:27][C@H:28]1[CH2:32][CH2:31][NH:30][CH2:29]1)(C)(C)C.[C:34](O)(=O)[CH:35]=C, predict the reaction product. The product is: [C:26]([NH:27][C@H:28]1[CH2:32][CH2:31][N:30]([C:2]2[N:10]=[C:9]([NH:17][C:16]3[CH:18]=[CH:19][C:13]([F:12])=[C:14]([CH3:20])[CH:15]=3)[CH:8]=[CH:7][C:3]=2[C:4]([NH2:6])=[O:5])[CH2:29]1)(=[O:33])[CH:34]=[CH2:35].